This data is from Forward reaction prediction with 1.9M reactions from USPTO patents (1976-2016). The task is: Predict the product of the given reaction. (1) Given the reactants O=P(Cl)(Cl)Cl.[CH2:6]([N:8]([CH2:29][CH3:30])[CH2:9][CH2:10][CH2:11][CH:12]([NH:14][C:15](=[O:28])[CH2:16][CH2:17][N:18]1[C:27]2[C:22](=[CH:23][CH:24]=[CH:25][CH:26]=2)[CH2:21][CH2:20][CH2:19]1)[CH3:13])[CH3:7].CN([CH:34]=[O:35])C, predict the reaction product. The product is: [CH2:29]([N:8]([CH2:6][CH3:7])[CH2:9][CH2:10][CH2:11][CH:12]([NH:14][C:15](=[O:28])[CH2:16][CH2:17][N:18]1[C:27]2[C:22](=[CH:23][C:24]([CH:34]=[O:35])=[CH:25][CH:26]=2)[CH2:21][CH2:20][CH2:19]1)[CH3:13])[CH3:30]. (2) Given the reactants [Br:1][C:2]1[CH:3]=[N:4][C:5]([O:8]N2C3=NC=CC=C3N=N2)=[N:6][CH:7]=1.[CH3:18][O:19][C:20]1[CH:25]=[CH:24][CH:23]=[CH:22][C:21]=1B(O)O.C([O-])([O-])=O.[Cs+].[Cs+], predict the reaction product. The product is: [Br:1][C:2]1[CH:7]=[N:6][C:5]([O:8][C:21]2[CH:22]=[CH:23][CH:24]=[CH:25][C:20]=2[O:19][CH3:18])=[N:4][CH:3]=1. (3) Given the reactants Cl[CH2:2][CH2:3][CH2:4][N:5]1[CH2:10][C:9](=[N:11][OH:12])[C:8]2[N:13]([CH3:16])[CH:14]=[CH:15][C:7]=2[S:6]1(=[O:18])=[O:17].Cl.[F:20][C:21]1[CH:34]=[CH:33][C:24]([C:25]([CH:27]2[CH2:32][CH2:31][NH:30][CH2:29][CH2:28]2)=[O:26])=[CH:23][CH:22]=1.C(=O)([O-])O.[Na+].[I-].[Na+], predict the reaction product. The product is: [F:20][C:21]1[CH:22]=[CH:23][C:24]([C:25]([CH:27]2[CH2:32][CH2:31][N:30]([CH2:2][CH2:3][CH2:4][N:5]3[CH2:10][C:9](=[N:11][OH:12])[C:8]4[N:13]([CH3:16])[CH:14]=[CH:15][C:7]=4[S:6]3(=[O:18])=[O:17])[CH2:29][CH2:28]2)=[O:26])=[CH:33][CH:34]=1. (4) The product is: [Br:1][C:2]1[C:10]2[C:5](=[N:6][C:7]([O:20][CH2:19][C:16]3[CH:17]=[CH:18][N:13]=[CH:14][CH:15]=3)=[CH:8][CH:9]=2)[N:4]([CH3:12])[CH:3]=1. Given the reactants [Br:1][C:2]1[C:10]2[C:5](=[N:6][C:7](F)=[CH:8][CH:9]=2)[N:4]([CH3:12])[CH:3]=1.[N:13]1[CH:18]=[CH:17][C:16]([CH2:19][OH:20])=[CH:15][CH:14]=1.[H-].[Na+], predict the reaction product. (5) Given the reactants [Cl:1][C:2]1[C:10]([F:11])=[C:9]2[C:5]([C:6](SC3C(F)=C(C=CC=3)C(OCC)=O)=[CH:7][N:8]2[C:12]2[CH:13]=[N:14][N:15]([CH2:17][CH3:18])[CH:16]=2)=[CH:4][CH:3]=1.[CH2:32]1[C:37](=O)N(Cl)C(=O)[CH2:33]1, predict the reaction product. The product is: [Cl:1][C:2]1[C:10]([F:11])=[C:9]2[C:5]([CH:6]=[C:7]([CH:33]3[CH2:32][CH2:37]3)[N:8]2[C:12]2[CH:13]=[N:14][N:15]([CH2:17][CH3:18])[CH:16]=2)=[CH:4][CH:3]=1. (6) Given the reactants [CH3:1][O:2][C:3]1[CH:9]=[CH:8][CH:7]=[C:5]([OH:6])[C:4]=1[OH:10].CO[C:13]1(OC)[CH2:19][CH2:18][CH2:17][CH2:16][CH2:15][CH2:14]1, predict the reaction product. The product is: [CH3:1][O:2][C:3]1[C:4]2[O:10][C:13]3([CH2:19][CH2:18][CH2:17][CH2:16][CH2:15][CH2:14]3)[O:6][C:5]=2[CH:7]=[CH:8][CH:9]=1. (7) Given the reactants [C:1]([O:4][CH2:5][CH2:6][CH2:7][C:8]1[CH:13]=[CH:12][C:11]([C:14]2[C:23](=[O:24])[N:22](CC3C=CC(OC)=CC=3)[C:21]3[C:16](=[CH:17][CH:18]=[C:19]([O:34][CH3:35])[CH:20]=3)[N:15]=2)=[CH:10][CH:9]=1)(=[O:3])[CH3:2].C1(OC)C=CC=CC=1, predict the reaction product. The product is: [C:1]([O:4][CH2:5][CH2:6][CH2:7][C:8]1[CH:9]=[CH:10][C:11]([C:14]2[C:23](=[O:24])[NH:22][C:21]3[C:16](=[CH:17][CH:18]=[C:19]([O:34][CH3:35])[CH:20]=3)[N:15]=2)=[CH:12][CH:13]=1)(=[O:3])[CH3:2]. (8) Given the reactants C([Si](C)(C)[O:6][CH2:7][CH:8]([CH2:27][N:28]1[CH:32]=[C:31]([N+:33]([O-:35])=[O:34])[N:30]=[C:29]1Cl)[CH2:9][N:10]1[CH2:15][CH2:14][N:13]([C:16]2[CH:21]=[CH:20][C:19]([O:22][C:23]([F:26])([F:25])[F:24])=[CH:18][CH:17]=2)[CH2:12][CH2:11]1)(C)(C)C.CCCC[N+](CCCC)(CCCC)CCCC.[F-], predict the reaction product. The product is: [N+:33]([C:31]1[N:30]=[C:29]2[N:28]([CH:32]=1)[CH2:27][CH:8]([CH2:9][N:10]1[CH2:15][CH2:14][N:13]([C:16]3[CH:21]=[CH:20][C:19]([O:22][C:23]([F:24])([F:25])[F:26])=[CH:18][CH:17]=3)[CH2:12][CH2:11]1)[CH2:7][O:6]2)([O-:35])=[O:34]. (9) Given the reactants [CH:1]([C:4]1[NH:5][C:6]([C:9]([O:11][CH3:12])=[O:10])=[CH:7][N:8]=1)([CH3:3])[CH3:2].[Li].C[Si]([NH-:18])(C)C.C1(P(ON)(C2C=CC=CC=2)=O)C=CC=CC=1, predict the reaction product. The product is: [NH2:18][N:5]1[C:6]([C:9]([O:11][CH3:12])=[O:10])=[CH:7][N:8]=[C:4]1[CH:1]([CH3:3])[CH3:2].